The task is: Predict the reactants needed to synthesize the given product.. This data is from Full USPTO retrosynthesis dataset with 1.9M reactions from patents (1976-2016). Given the product [F:40][C@H:35]1[C@@H:34]([O:33][C:3]2[CH:2]=[CH:9][C:8]([C:10]3[N:15]=[C:14]([NH:16][C:17]4[CH:18]=[CH:19][C:20]([N:23]5[CH2:28][CH2:27][N:26]([CH:29]6[CH2:32][O:31][CH2:30]6)[CH2:25][CH2:24]5)=[CH:21][CH:22]=4)[N:13]=[CH:12][N:11]=3)=[CH:7][C:4]=2[C:5]#[N:6])[CH2:39][CH2:38][N:37]([C:70]([C@@H:68]2[CH2:67][C:66](=[O:65])[NH:69]2)=[O:71])[CH2:36]1, predict the reactants needed to synthesize it. The reactants are: F[C:2]1[C:3]([O:33][C@H:34]2[CH2:39][CH2:38][NH:37][CH2:36][C@H:35]2[F:40])=[C:4]([CH:7]=[C:8]([C:10]2[N:15]=[C:14]([NH:16][C:17]3[CH:22]=[CH:21][C:20]([N:23]4[CH2:28][CH2:27][N:26]([CH:29]5[CH2:32][O:31][CH2:30]5)[CH2:25][CH2:24]4)=[CH:19][CH:18]=3)[N:13]=[CH:12][N:11]=2)[CH:9]=1)[C:5]#[N:6].CN(C(ON1N=NC2C=CC=NC1=2)=[N+](C)C)C.F[P-](F)(F)(F)(F)F.[O:65]=[C:66]1[NH:69][C@H:68]([C:70](O)=[O:71])[CH2:67]1.